Dataset: Full USPTO retrosynthesis dataset with 1.9M reactions from patents (1976-2016). Task: Predict the reactants needed to synthesize the given product. The reactants are: [O:1]1[C:5](B(O)O)=[CH:4][C:3]2[CH:9]=[CH:10][CH:11]=[CH:12][C:2]1=2.[N:13]1([CH2:18][C:19]2[CH:20]=[CH:21][C:22](Br)=[N:23][CH:24]=2)[CH:17]=[CH:16][N:15]=[CH:14]1. Given the product [O:1]1[C:5]([C:22]2[CH:21]=[CH:20][C:19]([CH2:18][N:13]3[CH:17]=[CH:16][N:15]=[CH:14]3)=[CH:24][N:23]=2)=[CH:4][C:3]2[CH:9]=[CH:10][CH:11]=[CH:12][C:2]1=2, predict the reactants needed to synthesize it.